The task is: Predict the product of the given reaction.. This data is from Forward reaction prediction with 1.9M reactions from USPTO patents (1976-2016). (1) The product is: [Cl:1][C:2]1[CH:3]=[C:4]([CH:11]=[O:12])[C:5]([OH:10])=[C:6]([CH:8]=[O:9])[CH:7]=1. Given the reactants [Cl:1][C:2]1[CH:7]=[C:6]([CH2:8][OH:9])[C:5]([OH:10])=[C:4]([CH2:11][OH:12])[CH:3]=1, predict the reaction product. (2) Given the reactants C([O:4][CH2:5][CH:6]=[CH:7][CH2:8][O:9]C(=O)C)(=O)C.[OH-:13].[Na+].[C:15]1([CH3:25])[CH:20]=[CH:19][C:18]([S:21](Cl)(=[O:23])=[O:22])=[CH:17][CH:16]=1, predict the reaction product. The product is: [C:15]1([CH3:25])[CH:20]=[CH:19][C:18]([S:21]([O:9][CH2:8][CH:7]=[CH:6][CH2:5][O:4][S:21]([C:18]2[CH:19]=[CH:20][C:15]([CH3:25])=[CH:16][CH:17]=2)(=[O:22])=[O:13])(=[O:23])=[O:22])=[CH:17][CH:16]=1.